This data is from Full USPTO retrosynthesis dataset with 1.9M reactions from patents (1976-2016). The task is: Predict the reactants needed to synthesize the given product. (1) Given the product [C:1]1(=[O:12])[NH:28][C:4](=[O:5])[C:3]2=[CH:7][CH:8]=[CH:9][CH:10]=[C:2]12, predict the reactants needed to synthesize it. The reactants are: [C:1]([O-:12])(=O)[C:2]1[C:3](=[CH:7][CH:8]=[CH:9][CH:10]=1)[C:4]([O-])=[O:5].[Na+].[Na+].Cl.C(O)(=O)C1C(=CC=CC=1)C(O)=O.[NH2:28]C(N)=O. (2) The reactants are: [CH3:1][O:2][C:3]1[CH:4]=[C:5]2[C:10](=[CH:11][CH:12]=1)[C:9](=[O:13])[CH2:8][CH2:7][CH2:6]2.[CH3:14]I.[H-].[Na+]. Given the product [CH3:1][O:2][C:3]1[CH:4]=[C:5]2[C:10](=[CH:11][CH:12]=1)[C:9](=[O:13])[CH:8]([CH3:14])[CH2:7][CH2:6]2, predict the reactants needed to synthesize it.